Task: Regression. Given a target protein amino acid sequence and a drug SMILES string, predict the binding affinity score between them. We predict pKd (pKd = -log10(Kd in M); higher means stronger binding). Dataset: bindingdb_kd.. Dataset: Drug-target binding data from BindingDB using Kd measurements (1) The compound is Cc1cc(Nc2ncc3cc(-c4c(Cl)cccc4Cl)c(=O)n(C)c3n2)ccc1F. The target protein sequence is HHSTVADGLITTLHYPAPKRNKPTVYGVSPNYDKWEMERTDITMKHKLGGGQYGEVYEGVWKKYSLTVAVKTLKEDTMEVEEFLKEAAVMKEIKHPNLVQLLGVCTREPPFYIITEFMTYGNLLDYLRECNRQEVNAVVLLYMATQISSAMEYLEKKNVIHRDLAARNCLVGENHLVKVADFGLSRLMTGDTYTAHAGAKFPIKWTAPESLAYNKFSIKSDVWAFGVLLWEIATYGMSPYPGIDLSQVYELLEKDYRMERPEGCPEKVYELMRACWQWNPSDRPSFAEIHQAFETMFQES. The pKd is 9.0. (2) The drug is O=C(c1ccc(/C=C/c2n[nH]c3ccccc23)cc1)N1CCNCC1. The target protein (O94804) has sequence MAFANFRRILRLSTFEKRKSREYEHVRRDLDPNEVWEIVGELGDGAFGKVYKAKNKETGALAAAKVIETKSEEELEDYIVEIEILATCDHPYIVKLLGAYYHDGKLWIMIEFCPGGAVDAIMLELDRGLTEPQIQVVCRQMLEALNFLHSKRIIHRDLKAGNVLMTLEGDIRLADFGVSAKNLKTLQKRDSFIGTPYWMAPEVVMCETMKDTPYDYKADIWSLGITLIEMAQIEPPHHELNPMRVLLKIAKSDPPTLLTPSKWSVEFRDFLKIALDKNPETRPSAAQLLEHPFVSSITSNKALRELVAEAKAEVMEEIEDGRDEGEEEDAVDAASTLENHTQNSSEVSPPSLNADKPLEESPSTPLAPSQSQDSVNEPCSQPSGDRSLQTTSPPVVAPGNENGLAVPVPLRKSRPVSMDARIQVAQEKQVAEQGGDLSPAANRSQKASQSRPNSSALETLGGEKLANGSLEPPAQAAPGPSKRDSDCSSLCTSESMDYGT.... The pKd is 7.9. (3) The target protein (O43187) has sequence MACYIYQLPSWVLDDLCRNMDALSEWDWMEFASYVITDLTQLRKIKSMERVQGVSITRELLWWWGMRQATVQQLVDLLCRLELYRAAQIILNWKPAPEIRCPIPAFPDSVKPEKPLAASVRKAEDEQEEGQPVRMATFPGPGSSPARAHQPAFLQPPEEDAPHSLRSDLPTSSDSKDFSTSIPKQEKLLSLAGDSLFWSEADVVQATDDFNQNRKISQGTFADVYRGHRHGKPFVFKKLRETACSSPGSIERFFQAELQICLRCCHPNVLPVLGFCAARQFHSFIYPYMANGSLQDRLQGQGGSDPLPWPQRVSICSGLLCAVEYLHGLEIIHSNVKSSNVLLDQNLTPKLAHPMAHLCPVNKRSKYTMMKTHLLRTSAAYLPEDFIRVGQLTKRVDIFSCGIVLAEVLTGIPAMDNNRSPVYLKDLLLSDIPSSTASLCSRKTGVENVMAKEICQKYLEKGAGRLPEDCAEALATAACLCLRRRNTSLQEVCGSVAAVE.... The pKd is 6.8. The drug is c1nc(N[C@H]2CC[C@H](N3CCOCC3)CC2)c2c(C3CCOCC3)c[nH]c2n1. (4) The drug is CCN(CCO)CCCOc1ccc2c(Nc3cc(CC(=O)Nc4cccc(F)c4)n[nH]3)ncnc2c1. The target protein (Q9Y616) has sequence MAGNCGARGALSAHTLLFDLPPALLGELCAVLDSCDGALGWRGLAERLSSSWLDVRHIEKYVDQGKSGTRELLWSWAQKNKTIGDLLQVLQEMGHRRAIHLITNYGAVLSPSEKSYQEGGFPNILFKETANVTVDNVLIPEHNEKGILLKSSISFQNIIEGTRNFHKDFLIGEGEIFEVYRVEIQNLTYAVKLFKQEKKMQCKKHWKRFLSELEVLLLFHHPNILELAAYFTETEKFCLIYPYMRNGTLFDRLQCVGDTAPLPWHIRIGILIGISKAIHYLHNVQPCSVICGSISSANILLDDQFQPKLTDFAMAHFRSHLEHQSCTINMTSSSSKHLWYMPEEYIRQGKLSIKTDVYSFGIVIMEVLTGCRVVLDDPKHIQLRDLLRELMEKRGLDSCLSFLDKKVPPCPRNFSAKLFCLAGRCAATRAKLRPSMDEVLNTLESTQASLYFAEDPPTSLKSFRCPSPLFLENVPSIPVEDDESQNNNLLPSDEGLRIDR.... The pKd is 5.1.